Dataset: Forward reaction prediction with 1.9M reactions from USPTO patents (1976-2016). Task: Predict the product of the given reaction. Given the reactants [CH3:1][C:2]1[NH:3][C:4]2[C:9]([C:10]=1[CH3:11])=[CH:8][C:7]([NH:12][C:13]1[C:22]3[C:17](=[CH:18][C:19]([OH:25])=[C:20]([O:23][CH3:24])[CH:21]=3)[N:16]=[CH:15][N:14]=1)=[CH:6][CH:5]=2.[CH3:26][C:27]1[N:31]([CH2:32][CH2:33][CH2:34]O)[N:30]=[CH:29][N:28]=1, predict the reaction product. The product is: [CH3:1][C:2]1[NH:3][C:4]2[C:9]([C:10]=1[CH3:11])=[CH:8][C:7]([NH:12][C:13]1[C:22]3[C:17](=[CH:18][C:19]([O:25][CH2:34][CH2:33][CH2:32][N:31]4[C:27]([CH3:26])=[N:28][CH:29]=[N:30]4)=[C:20]([O:23][CH3:24])[CH:21]=3)[N:16]=[CH:15][N:14]=1)=[CH:6][CH:5]=2.